This data is from Forward reaction prediction with 1.9M reactions from USPTO patents (1976-2016). The task is: Predict the product of the given reaction. (1) The product is: [Cl:1][C:2]1[CH:7]=[C:6]([C:8]2[C:9](=[O:19])[O:10][C:11]3([CH2:18][CH2:17][CH2:16][CH2:15][CH2:14]3)[C:12]=2[OH:13])[C:5]([CH3:20])=[CH:4][C:3]=1[C:21]1[CH:26]=[CH:25][CH:24]=[C:23]([NH:27][S:28]([CH2:31][CH2:32][N:34]([CH3:35])[CH3:33])(=[O:30])=[O:29])[CH:22]=1. Given the reactants [Cl:1][C:2]1[CH:7]=[C:6]([C:8]2[C:9](=[O:19])[O:10][C:11]3([CH2:18][CH2:17][CH2:16][CH2:15][CH2:14]3)[C:12]=2[OH:13])[C:5]([CH3:20])=[CH:4][C:3]=1[C:21]1[CH:26]=[CH:25][CH:24]=[C:23]([NH:27][S:28]([CH:31]=[CH2:32])(=[O:30])=[O:29])[CH:22]=1.[CH3:33][NH:34][CH3:35], predict the reaction product. (2) Given the reactants [Cl:1][C:2]1[CH:13]=[CH:12][C:5]([CH2:6][CH:7]([C:10]#[N:11])[C:8]#[N:9])=[CH:4][CH:3]=1.[H-].[Na+].[H][H].[Cl:18][C:19]([CH2:21]Cl)=[CH2:20].Cl, predict the reaction product. The product is: [Cl:1][C:2]1[CH:3]=[CH:4][C:5]([CH2:6][C:7]([CH2:21][C:19]([Cl:18])=[CH2:20])([C:8]#[N:9])[C:10]#[N:11])=[CH:12][CH:13]=1. (3) Given the reactants [CH3:1][O:2][C:3]1[CH:12]=[C:11]2[C:6]([CH2:7][CH2:8][C@@H:9](OS(C)(=O)=O)[CH2:10]2)=[CH:5][CH:4]=1.[NH3:18], predict the reaction product. The product is: [CH3:1][O:2][C:3]1[CH:12]=[C:11]2[C:6]([CH2:7][CH2:8][C@H:9]([NH2:18])[CH2:10]2)=[CH:5][CH:4]=1. (4) Given the reactants Cl[C:2]1[CH:3]=[CH:4][CH:5]=[C:6]2[C:10]=1[C:9](=[O:11])[CH:8]([CH3:12])[CH2:7]2.[CH3:13][C:14]1[CH:15]=[C:16](B(O)O)[CH:17]=[C:18]([CH3:20])[CH:19]=1.C(=O)([O-])[O-].[Na+].[Na+].C1(P(C2C=CC=CC=2)C2C=CC=CC=2)C=CC=CC=1, predict the reaction product. The product is: [CH3:13][C:14]1[CH:15]=[C:16]([C:2]2[CH:3]=[CH:4][CH:5]=[C:6]3[C:10]=2[C:9](=[O:11])[CH:8]([CH3:12])[CH2:7]3)[CH:17]=[C:18]([CH3:20])[CH:19]=1. (5) Given the reactants N(C(OCC)=O)=NC(OCC)=O.[Br:13][C:14]1[CH:33]=[CH:32][C:17]([NH:18][C:19]2[C:28]3[C:23](=[CH:24][C:25]([OH:31])=[C:26]([O:29][CH3:30])[CH:27]=3)[N:22]=[CH:21][N:20]=2)=[C:16]([F:34])[CH:15]=1.C1(P(C2C=CC=CC=2)C2C=CC=CC=2)C=CC=CC=1.[CH3:54][NH:55][CH2:56][CH2:57][CH2:58]O, predict the reaction product. The product is: [Br:13][C:14]1[CH:33]=[CH:32][C:17]([NH:18][C:19]2[C:28]3[C:23](=[CH:24][C:25]([O:31][CH2:58][CH2:57][CH2:56][NH:55][CH3:54])=[C:26]([O:29][CH3:30])[CH:27]=3)[N:22]=[CH:21][N:20]=2)=[C:16]([F:34])[CH:15]=1. (6) Given the reactants [C:1]1([S:7]([N:10]2[C:14]3=[N:15][CH:16]=[C:17]([F:19])[CH:18]=[C:13]3[CH:12]=[C:11]2[C:20]([C:27]2[CH:32]=[CH:31][C:30]([S:33]([CH3:35])=[O:34])=[CH:29][CH:28]=2)([OH:26])[CH2:21][CH:22]2[CH2:25][CH2:24][CH2:23]2)(=[O:9])=[O:8])[CH:6]=[CH:5][CH:4]=[CH:3][CH:2]=1.[Mn]([O-])(=O)(=O)=[O:37].[K+], predict the reaction product. The product is: [C:1]1([S:7]([N:10]2[C:14]3=[N:15][CH:16]=[C:17]([F:19])[CH:18]=[C:13]3[CH:12]=[C:11]2[C:20]([C:27]2[CH:28]=[CH:29][C:30]([S:33]([CH3:35])(=[O:37])=[O:34])=[CH:31][CH:32]=2)([OH:26])[CH2:21][CH:22]2[CH2:25][CH2:24][CH2:23]2)(=[O:9])=[O:8])[CH:6]=[CH:5][CH:4]=[CH:3][CH:2]=1.